This data is from Reaction yield outcomes from USPTO patents with 853,638 reactions. The task is: Predict the reaction yield, written as a fraction of the theoretical maximum amount of product (1.0 means a 100% yield; for example, 0.34 means a 34% yield). The reactants are [OH-].[K+].[N+:3]([C:6]1[CH:11]=[CH:10][CH:9]=[CH:8][C:7]=1[S:12]([NH:15][C:16]1[CH:21]=[CH:20][CH:19]=[CH:18][CH:17]=1)(=[O:14])=[O:13])([O-:5])=[O:4].Br[CH2:23][CH2:24][CH:25]=[CH2:26]. The catalyst is CN(C=O)C.CCOC(C)=O. The product is [CH2:26]([N:15]([C:16]1[CH:17]=[CH:18][CH:19]=[CH:20][CH:21]=1)[S:12]([C:7]1[CH:8]=[CH:9][CH:10]=[CH:11][C:6]=1[N+:3]([O-:5])=[O:4])(=[O:14])=[O:13])[CH2:25][CH:24]=[CH2:23]. The yield is 0.635.